This data is from Catalyst prediction with 721,799 reactions and 888 catalyst types from USPTO. The task is: Predict which catalyst facilitates the given reaction. (1) The catalyst class is: 4. Reactant: [CH:1]1([C:4]([C:6]2[CH:33]=[CH:32][C:9]([O:10][CH2:11][CH2:12][CH2:13][N:14]3[CH2:19][CH2:18][N:17]([C:20](=[O:31])[C@@H:21]([NH:23]C(=O)OC(C)(C)C)[CH3:22])[CH2:16][CH2:15]3)=[CH:8][CH:7]=2)=[O:5])[CH2:3][CH2:2]1.FC(F)(F)C(O)=O.C(O)(=O)[C@@H]([C@H](C(O)=O)O)O. Product: [NH2:23][C@@H:21]([CH3:22])[C:20]([N:17]1[CH2:16][CH2:15][N:14]([CH2:13][CH2:12][CH2:11][O:10][C:9]2[CH:8]=[CH:7][C:6]([C:4]([CH:1]3[CH2:3][CH2:2]3)=[O:5])=[CH:33][CH:32]=2)[CH2:19][CH2:18]1)=[O:31]. (2) Reactant: [CH3:1][C:2]1[NH:3][CH:4]=[CH:5][N:6]=1.Cl.[CH3:8][NH:9][CH3:10].Cl.C=O.[OH-].[K+].[C:16](=O)([O-])[O-].[K+].[K+]. Product: [CH3:8][N:9]([CH2:16][N:3]1[CH:4]=[CH:5][N:6]=[C:2]1[CH3:1])[CH3:10]. The catalyst class is: 6. (3) Reactant: [CH3:1][CH:2]([NH:10][C:11]([C:13]1[C:21]2[C:16](=[N:17][CH:18]=[C:19]([C:22]3[C:30]4[C:25](=[CH:26][C:27]([F:31])=[CH:28][CH:29]=4)[N:24]([CH2:32][CH2:33][N:34]4[CH2:38][CH2:37][CH2:36][CH2:35]4)[N:23]=3)[N:20]=2)[N:15](COCC[Si](C)(C)C)[CH:14]=1)=[O:12])[CH2:3][C:4]1[CH:9]=[CH:8][CH:7]=[CH:6][N:5]=1.FC(F)(F)C(O)=O.C(N)CN. Product: [CH3:1][CH:2]([NH:10][C:11]([C:13]1[C:21]2[C:16](=[N:17][CH:18]=[C:19]([C:22]3[C:30]4[C:25](=[CH:26][C:27]([F:31])=[CH:28][CH:29]=4)[N:24]([CH2:32][CH2:33][N:34]4[CH2:38][CH2:37][CH2:36][CH2:35]4)[N:23]=3)[N:20]=2)[NH:15][CH:14]=1)=[O:12])[CH2:3][C:4]1[CH:9]=[CH:8][CH:7]=[CH:6][N:5]=1. The catalyst class is: 4. (4) Reactant: C([Li])CCC.[CH2:6]([C@@H:13]1[CH2:18][N:17]([CH2:19][C:20]2[CH:25]=[CH:24][CH:23]=[CH:22][CH:21]=2)[CH2:16][CH2:15][N:14]1[S:26]([CH3:29])(=[O:28])=[O:27])[C:7]1[CH:12]=[CH:11][CH:10]=[CH:9][CH:8]=1.[C:30](OC)(=[O:37])[C:31]1[CH:36]=[CH:35][CH:34]=[CH:33][CH:32]=1.Cl.C(=O)(O)[O-].[Na+]. Product: [CH2:6]([C@@H:13]1[CH2:18][N:17]([CH2:19][C:20]2[CH:25]=[CH:24][CH:23]=[CH:22][CH:21]=2)[CH2:16][CH2:15][N:14]1[S:26]([CH2:29][C:30]([C:31]1[CH:36]=[CH:35][CH:34]=[CH:33][CH:32]=1)=[O:37])(=[O:28])=[O:27])[C:7]1[CH:12]=[CH:11][CH:10]=[CH:9][CH:8]=1. The catalyst class is: 1. (5) Reactant: [Br:1][C:2]1[CH:7]=[CH:6][N:5]2[N:8]=[C:9]([C:17]3[CH:22]=[CH:21][C:20]([O:23][CH3:24])=[CH:19][CH:18]=3)[C:10]([C:11]3[NH:15][C:14](=[O:16])[O:13][N:12]=3)=[C:4]2[CH:3]=1.Br[CH2:26][CH2:27][Cl:28].N12CCCN=C1CCCCC2. Product: [Br:1][C:2]1[CH:7]=[CH:6][N:5]2[N:8]=[C:9]([C:17]3[CH:22]=[CH:21][C:20]([O:23][CH3:24])=[CH:19][CH:18]=3)[C:10]([C:11]3[N:15]([CH2:26][CH2:27][Cl:28])[C:14](=[O:16])[O:13][N:12]=3)=[C:4]2[CH:3]=1. The catalyst class is: 80.